Dataset: Full USPTO retrosynthesis dataset with 1.9M reactions from patents (1976-2016). Task: Predict the reactants needed to synthesize the given product. (1) Given the product [OH:22][C@H:18]1[CH2:19][CH2:20][CH2:21][C@@H:16]([NH:15][C:2]2[C:7]([C:8]([O:10][CH2:11][CH3:12])=[O:9])=[CH:6][N:5]=[C:4]([S:13][CH3:14])[N:3]=2)[CH2:17]1, predict the reactants needed to synthesize it. The reactants are: Cl[C:2]1[C:7]([C:8]([O:10][CH2:11][CH3:12])=[O:9])=[CH:6][N:5]=[C:4]([S:13][CH3:14])[N:3]=1.[NH2:15][C@@H:16]1[CH2:21][CH2:20][CH2:19][C@H:18]([OH:22])[CH2:17]1.CCN(C(C)C)C(C)C. (2) Given the product [Cl:21][C:16]1[CH:15]=[C:14]([C:13]2[C:8]3[CH:7]=[C:6]([C:4]([NH2:25])=[O:3])[S:23][C:9]=3[N:10]=[C:11]([NH2:22])[N:12]=2)[CH:19]=[CH:18][C:17]=1[Cl:20], predict the reactants needed to synthesize it. The reactants are: C([O:3][C:4]([C:6]1[S:23][C:9]2[N:10]=[C:11]([NH2:22])[N:12]=[C:13]([C:14]3[CH:19]=[CH:18][C:17]([Cl:20])=[C:16]([Cl:21])[CH:15]=3)[C:8]=2[CH:7]=1)=O)C.[C-]#[N:25].[K+].N. (3) Given the product [C:1]1([CH3:15])[CH:6]=[CH:5][CH:4]=[C:3]([C:7]2[O:11][CH:10]=[N:9][C:8]=2[C:12]([NH:16][C:17]2[CH:18]=[N:19][N:20]([CH2:22][CH2:23][NH:24][C:25](=[O:31])[O:26][C:27]([CH3:29])([CH3:28])[CH3:30])[CH:21]=2)=[O:14])[CH:2]=1, predict the reactants needed to synthesize it. The reactants are: [C:1]1([CH3:15])[CH:6]=[CH:5][CH:4]=[C:3]([C:7]2[O:11][CH:10]=[N:9][C:8]=2[C:12]([OH:14])=O)[CH:2]=1.[NH2:16][C:17]1[CH:18]=[N:19][N:20]([CH2:22][CH2:23][NH:24][C:25](=[O:31])[O:26][C:27]([CH3:30])([CH3:29])[CH3:28])[CH:21]=1.CCN(C(C)C)C(C)C.CN(C(ON1N=NC2C=CC=NC1=2)=[N+](C)C)C.F[P-](F)(F)(F)(F)F. (4) Given the product [C:2]([C:4]1[NH:9][C:8](=[O:10])[C:7]2=[CH:11][N:12]=[C:13]([CH:14]3[CH2:19][CH2:18][O:17][CH2:16][CH2:15]3)[N:6]2[N:5]=1)(=[O:1])[CH3:3], predict the reactants needed to synthesize it. The reactants are: [OH:1][CH:2]([C:4]1[NH:9][C:8](=[O:10])[C:7]2=[CH:11][N:12]=[C:13]([CH:14]3[CH2:19][CH2:18][O:17][CH2:16][CH2:15]3)[N:6]2[N:5]=1)[CH3:3]. (5) Given the product [ClH:18].[NH2:19][C:9]([C:5]1[CH:6]=[CH:7][CH:8]=[C:3]([C:2]([F:14])([F:13])[F:1])[CH:4]=1)([CH2:10][CH3:11])[C:15]([NH2:16])=[O:21], predict the reactants needed to synthesize it. The reactants are: [F:1][C:2]([F:14])([F:13])[C:3]1[CH:4]=[C:5]([C:9](=O)[CH2:10][CH3:11])[CH:6]=[CH:7][CH:8]=1.[C-:15]#[N:16].[Na+].[Cl-:18].[NH4+:19].N.[OH2:21]. (6) Given the product [CH3:1][O:2][C:3]1[CH:8]=[CH:7][C:6]([O:9][CH:11]([C:34]2[CH:35]=[CH:36][CH:37]=[CH:38][CH:39]=2)[CH2:12][CH2:13][CH2:14][CH2:15][N:16]2[CH2:21][CH2:20][CH:19]([C:22]3[CH:23]=[C:24]([NH:28][C:29](=[O:33])[CH:30]([CH3:32])[CH3:31])[CH:25]=[CH:26][CH:27]=3)[CH2:18][CH2:17]2)=[CH:5][CH:4]=1, predict the reactants needed to synthesize it. The reactants are: [CH3:1][O:2][C:3]1[CH:8]=[CH:7][C:6]([OH:9])=[CH:5][CH:4]=1.O[CH:11]([C:34]1[CH:39]=[CH:38][CH:37]=[CH:36][CH:35]=1)[CH2:12][CH2:13][CH2:14][CH2:15][N:16]1[CH2:21][CH2:20][CH:19]([C:22]2[CH:23]=[C:24]([NH:28][C:29](=[O:33])[CH:30]([CH3:32])[CH3:31])[CH:25]=[CH:26][CH:27]=2)[CH2:18][CH2:17]1. (7) Given the product [NH2:21][C@@H:17]([CH2:2][CH2:3][C:4]([NH:6][C@H:7]([C:10]([NH:12][CH2:13][C:14]([OH:16])=[O:15])=[O:11])[CH2:8][SH:9])=[O:5])[C:18]([OH:20])=[O:19].[NH2:23][CH2:24][CH2:25][SH:26].[Au:1], predict the reactants needed to synthesize it. The reactants are: [Au:1].[CH2:2]([C@H:17]([NH2:21])[C:18]([OH:20])=[O:19])[CH2:3][C:4]([NH:6][C@H:7]([C:10]([NH:12][CH2:13][C:14]([OH:16])=[O:15])=[O:11])[CH2:8][SH:9])=[O:5].Cl.[NH2:23][CH2:24][CH2:25][SH:26].